This data is from Catalyst prediction with 721,799 reactions and 888 catalyst types from USPTO. The task is: Predict which catalyst facilitates the given reaction. (1) Reactant: [OH-].[Li+].[C:3]([C:5]1[CH:6]=[C:7]([C:11]2[N:12]([CH2:24][CH2:25][CH2:26][C:27]([O:29]C)=[O:28])[CH:13]=[C:14]3[C:19]=2[C:18](=[O:20])[N:17]([CH3:21])[C:16](=[O:22])[N:15]3[CH3:23])[CH:8]=[CH:9][CH:10]=1)#[N:4].O. Product: [C:3]([C:5]1[CH:6]=[C:7]([C:11]2[N:12]([CH2:24][CH2:25][CH2:26][C:27]([OH:29])=[O:28])[CH:13]=[C:14]3[C:19]=2[C:18](=[O:20])[N:17]([CH3:21])[C:16](=[O:22])[N:15]3[CH3:23])[CH:8]=[CH:9][CH:10]=1)#[N:4]. The catalyst class is: 1. (2) Reactant: C1(P(C2C=CC=CC=2)C2C=CC=CC=2)C=CC=CC=1.[C:20]([CH2:22][NH:23][C:24](=O)[C:25]1[CH:30]=[CH:29][C:28]([O:31][CH2:32][C:33]2[CH:42]=[CH:41][C:40]3[C:35](=[CH:36][CH:37]=[C:38]([F:43])[CH:39]=3)[N:34]=2)=[CH:27][C:26]=1[CH:44]([C:49]1[CH:54]=[CH:53][CH:52]=[CH:51][CH:50]=1)[C:45]([CH3:48])([CH3:47])[CH3:46])#[N:21].C(Cl)(Cl)(Cl)[Cl:57]. Product: [Cl:57][C:20]1[N:21]=[C:24]([C:25]2[CH:30]=[CH:29][C:28]([O:31][CH2:32][C:33]3[CH:42]=[CH:41][C:40]4[C:35](=[CH:36][CH:37]=[C:38]([F:43])[CH:39]=4)[N:34]=3)=[CH:27][C:26]=2[CH:44]([C:49]2[CH:54]=[CH:53][CH:52]=[CH:51][CH:50]=2)[C:45]([CH3:46])([CH3:47])[CH3:48])[NH:23][CH:22]=1. The catalyst class is: 10.